Dataset: Catalyst prediction with 721,799 reactions and 888 catalyst types from USPTO. Task: Predict which catalyst facilitates the given reaction. Reactant: [Na].[CH3:2][O:3][C:4]1[C:13]2[C:8](=[C:9]([O:14][CH3:15])[CH:10]=[CH:11][CH:12]=2)[N:7]=[C:6]([C:16]([N:18]2[CH2:23][CH2:22][C:21]3([CH2:32][C:31](=[O:33])[C:30]4[C:25](=[CH:26][CH:27]=[C:28]([C:34]5[NH:38][N:37]=[N:36][N:35]=5)[CH:29]=4)[O:24]3)[CH2:20][CH2:19]2)=[O:17])[CH:5]=1.[C:39]([O:45][CH2:46]Cl)(=[O:44])[C:40]([CH3:43])([CH3:42])[CH3:41]. Product: [C:39]([O:45][CH2:46][N:36]1[N:37]=[N:38][C:34]([C:28]2[CH:29]=[C:30]3[C:25](=[CH:26][CH:27]=2)[O:24][C:21]2([CH2:22][CH2:23][N:18]([C:16]([C:6]4[CH:5]=[C:4]([O:3][CH3:2])[C:13]5[C:8](=[C:9]([O:14][CH3:15])[CH:10]=[CH:11][CH:12]=5)[N:7]=4)=[O:17])[CH2:19][CH2:20]2)[CH2:32][C:31]3=[O:33])=[N:35]1)(=[O:44])[C:40]([CH3:43])([CH3:42])[CH3:41]. The catalyst class is: 39.